This data is from Full USPTO retrosynthesis dataset with 1.9M reactions from patents (1976-2016). The task is: Predict the reactants needed to synthesize the given product. (1) Given the product [NH2:22][C@H:19]1[CH2:20][CH2:21][C@H:16]([O:15][C:14]2[CH:30]=[CH:31][C:11]([C:9]([NH2:8])=[O:10])=[C:12]([F:32])[CH:13]=2)[CH2:17][CH2:18]1, predict the reactants needed to synthesize it. The reactants are: FC(F)(F)C(O)=O.[NH2:8][C:9]([C:11]1[CH:31]=[CH:30][C:14]([O:15][C@H:16]2[CH2:21][CH2:20][C@H:19]([NH:22]C(=O)OC(C)(C)C)[CH2:18][CH2:17]2)=[CH:13][C:12]=1[F:32])=[O:10]. (2) Given the product [CH2:17]([O:24][CH2:25][CH2:26][O:27][C:8]1[CH:7]=[CH:6][C:3]([CH:4]=[O:5])=[C:2]([Br:1])[CH:9]=1)[C:18]1[CH:23]=[CH:22][CH:21]=[CH:20][CH:19]=1, predict the reactants needed to synthesize it. The reactants are: [Br:1][C:2]1[CH:9]=[C:8](F)[CH:7]=[CH:6][C:3]=1[CH:4]=[O:5].C([O-])([O-])=O.[Na+].[Na+].[CH2:17]([O:24][CH2:25][CH2:26][OH:27])[C:18]1[CH:23]=[CH:22][CH:21]=[CH:20][CH:19]=1. (3) Given the product [CH:1]1([N:4]([C@@H:22]([C:24]2[CH:29]=[C:28]([CH2:30][CH2:31][CH2:32][NH:33][C:34]([O:36][CH3:37])=[O:35])[N:27]=[C:26]([O:38][CH3:39])[CH:25]=2)[CH3:23])[C:5]([C@@H:7]2[O:12][C@H:11]([CH2:13][O:14][S:46]([CH3:45])(=[O:48])=[O:47])[CH2:10][N:9]([C:15]([O:17][C:18]([CH3:20])([CH3:19])[CH3:21])=[O:16])[CH2:8]2)=[O:6])[CH2:2][CH2:3]1, predict the reactants needed to synthesize it. The reactants are: [CH:1]1([N:4]([C@@H:22]([C:24]2[CH:29]=[C:28]([CH2:30][CH2:31][CH2:32][NH:33][C:34]([O:36][CH3:37])=[O:35])[N:27]=[C:26]([O:38][CH3:39])[CH:25]=2)[CH3:23])[C:5]([C@@H:7]2[O:12][C@H:11]([CH2:13][OH:14])[CH2:10][N:9]([C:15]([O:17][C:18]([CH3:21])([CH3:20])[CH3:19])=[O:16])[CH2:8]2)=[O:6])[CH2:3][CH2:2]1.Cl.CN(C)C.[CH3:45][S:46](Cl)(=[O:48])=[O:47].S([O-])(O)(=O)=O.[K+]. (4) Given the product [Br:1][C:2]1[N:6]2[CH:7]=[C:8]([C:15]3[CH:16]=[N:34][NH:35][CH:19]=3)[CH:9]=[C:10]([C:11]([F:13])([F:12])[F:14])[C:5]2=[N:4][C:3]=1[C:20]([N:22]1[CH2:26][CH2:25][CH:24]([C:27]2[CH:32]=[CH:31][CH:30]=[C:29]([F:33])[CH:28]=2)[CH2:23]1)=[O:21], predict the reactants needed to synthesize it. The reactants are: [Br:1][C:2]1[N:6]2[CH:7]=[C:8]([C:15]3[CH:19]=CO[CH:16]=3)[CH:9]=[C:10]([C:11]([F:14])([F:13])[F:12])[C:5]2=[N:4][C:3]=1[C:20]([N:22]1[CH2:26][CH2:25][CH:24]([C:27]2[CH:32]=[CH:31][CH:30]=[C:29]([F:33])[CH:28]=2)[CH2:23]1)=[O:21].[NH:34]1C=C(B2OC(C)(C)C(C)(C)O2)C=[N:35]1.